Dataset: Reaction yield outcomes from USPTO patents with 853,638 reactions. Task: Predict the reaction yield, written as a fraction of the theoretical maximum amount of product (1.0 means a 100% yield; for example, 0.34 means a 34% yield). The reactants are CCCP(=O)=O.[CH3:7][N:8]1[CH:12]=[C:11]([C:13](O)=[O:14])[C:10]([CH3:16])=[N:9]1.[CH3:17][O:18][C:19]1[CH:24]=[CH:23][C:22]([CH:25]2[CH2:30][CH2:29][CH2:28][NH:27][CH2:26]2)=[C:21]([CH3:31])[CH:20]=1.C(N(CC)CC)C. The catalyst is C(Cl)Cl. The product is [CH3:7][N:8]1[CH:12]=[C:11]([C:13]([N:27]2[CH2:28][CH2:29][CH2:30][CH:25]([C:22]3[CH:23]=[CH:24][C:19]([O:18][CH3:17])=[CH:20][C:21]=3[CH3:31])[CH2:26]2)=[O:14])[C:10]([CH3:16])=[N:9]1. The yield is 0.260.